From a dataset of Reaction yield outcomes from USPTO patents with 853,638 reactions. Predict the reaction yield, written as a fraction of the theoretical maximum amount of product (1.0 means a 100% yield; for example, 0.34 means a 34% yield). (1) The reactants are [CH3:1][P:2](=[O:7])([O:5][CH3:6])[O:3][CH3:4].[Li]CCCC.[F:13][C:14]1([C:20](OCC)=[O:21])[CH2:19][CH2:18][CH2:17][CH2:16][CH2:15]1. The catalyst is C1COCC1. The product is [F:13][C:14]1([C:20](=[O:21])[CH2:1][P:2](=[O:7])([O:5][CH3:6])[O:3][CH3:4])[CH2:19][CH2:18][CH2:17][CH2:16][CH2:15]1. The yield is 0.570. (2) The reactants are [Br:1][C:2]1[CH:3]=[CH:4][C:5]2[N:11]3[CH:12]=[N:13][C:14]([C:15]([O:17]CC)=[O:16])=[C:10]3[CH2:9][N:8]=[C:7]([C:20]3[CH:25]=[CH:24][CH:23]=[CH:22][CH:21]=3)[C:6]=2[CH:26]=1.[OH-].[Na+]. The catalyst is CCO. The product is [Br:1][C:2]1[CH:3]=[CH:4][C:5]2[N:11]3[CH:12]=[N:13][C:14]([C:15]([OH:17])=[O:16])=[C:10]3[CH2:9][N:8]=[C:7]([C:20]3[CH:25]=[CH:24][CH:23]=[CH:22][CH:21]=3)[C:6]=2[CH:26]=1. The yield is 0.966.